From a dataset of Reaction yield outcomes from USPTO patents with 853,638 reactions. Predict the reaction yield, written as a fraction of the theoretical maximum amount of product (1.0 means a 100% yield; for example, 0.34 means a 34% yield). The reactants are [C:1]([O:5][C:6](=[O:33])[NH:7][CH2:8][CH:9]1[CH2:14][CH2:13][N:12]([C:15]2[CH:20]=[C:19]([C:21](=[O:29])[NH:22][C:23]3[CH:28]=[CH:27][CH:26]=[CH:25][CH:24]=3)[CH:18]=[CH:17][C:16]=2[N+:30]([O-])=O)[CH2:11][CH2:10]1)([CH3:4])([CH3:3])[CH3:2].C(OCC)(=O)C.O.[Cl-].[NH4+]. The catalyst is C(O)C.[Fe]. The product is [C:1]([O:5][C:6](=[O:33])[NH:7][CH2:8][CH:9]1[CH2:14][CH2:13][N:12]([C:15]2[CH:20]=[C:19]([C:21](=[O:29])[NH:22][C:23]3[CH:24]=[CH:25][CH:26]=[CH:27][CH:28]=3)[CH:18]=[CH:17][C:16]=2[NH2:30])[CH2:11][CH2:10]1)([CH3:4])([CH3:2])[CH3:3]. The yield is 1.00.